Predict the reactants needed to synthesize the given product. From a dataset of Full USPTO retrosynthesis dataset with 1.9M reactions from patents (1976-2016). (1) Given the product [CH2:18]([O:20][C:21](=[O:27])[C:22]([NH:9][CH2:8][C:7]([O:6][CH2:2][CH2:3][CH2:4][CH3:5])=[O:10])=[O:23])[CH3:19], predict the reactants needed to synthesize it. The reactants are: [Cl-].[CH2:2]([O:6][C:7](=[O:10])[CH2:8][NH3+:9])[CH2:3][CH2:4][CH3:5].C(N(CC)CC)C.[CH2:18]([O:20][C:21](=[O:27])[C:22](OCC)=[O:23])[CH3:19]. (2) Given the product [CH3:38][Si:2]([CH3:1])([CH3:39])[CH2:3][CH2:4][O:5][CH2:6][N:7]([CH2:30][O:31][CH2:32][CH2:33][Si:34]([CH3:35])([CH3:36])[CH3:37])[C:8]1[N:13]2[N:14]=[CH:15][C:16]([I:17])=[C:12]2[N:11]=[C:10]([CH:18]2[CH2:19][CH2:20][CH:21]([CH2:24][C:25]#[N:46])[CH2:23]2)[CH:9]=1, predict the reactants needed to synthesize it. The reactants are: [CH3:1][Si:2]([CH3:39])([CH3:38])[CH2:3][CH2:4][O:5][CH2:6][N:7]([CH2:30][O:31][CH2:32][CH2:33][Si:34]([CH3:37])([CH3:36])[CH3:35])[C:8]1[N:13]2[N:14]=[CH:15][C:16]([I:17])=[C:12]2[N:11]=[C:10]([CH:18]2[CH2:23]C[CH:21]([CH2:24][C:25](OCC)=O)[CH2:20][CH2:19]2)[CH:9]=1.C[Si](C)(C)CCOC[N:46](COCC[Si](C)(C)C)C1N2N=CC=C2N=C(C2CCCC(CC(OCC)=O)C2)C=1.C[Si](C)(C)CCOCN(COCC[Si](C)(C)C)C1N2N=CC=C2N=C(C2CCC(CC(OCC)=O)CC2)C=1.